This data is from Catalyst prediction with 721,799 reactions and 888 catalyst types from USPTO. The task is: Predict which catalyst facilitates the given reaction. Reactant: [C:1]([C:3]1[CH:8]=[CH:7][C:6]([C:9]2[CH:10]=[C:11]([O:25][CH2:26][C@@H:27]3[CH2:31][CH2:30][N:29](C(OC(C)(C)C)=O)[CH2:28]3)[C:12]3[N:13]([CH:22]=[N:23][N:24]=3)[C:14]=2[C:15]2[CH:20]=[CH:19][C:18]([CH3:21])=[CH:17][CH:16]=2)=[CH:5][CH:4]=1)#[N:2].FC(F)(F)C(O)=O. Product: [CH3:21][C:18]1[CH:17]=[CH:16][C:15]([C:14]2[N:13]3[CH:22]=[N:23][N:24]=[C:12]3[C:11]([O:25][CH2:26][C@@H:27]3[CH2:31][CH2:30][NH:29][CH2:28]3)=[CH:10][C:9]=2[C:6]2[CH:5]=[CH:4][C:3]([C:1]#[N:2])=[CH:8][CH:7]=2)=[CH:20][CH:19]=1. The catalyst class is: 2.